Dataset: Catalyst prediction with 721,799 reactions and 888 catalyst types from USPTO. Task: Predict which catalyst facilitates the given reaction. Reactant: [CH:1]1([CH2:4][N:5]([CH2:24][CH2:25][CH3:26])[C:6]2[N:11]=[CH:10][N:9]=[C:8]([C:12]([NH:14][C:15]3[CH:16]=[C:17]4[C:21](=[CH:22][CH:23]=3)[NH:20][N:19]=[CH:18]4)=[O:13])[CH:7]=2)[CH2:3][CH2:2]1.C(=O)([O-])[O-].[K+].[K+].[I-].[K+].Cl[CH2:36][C:37]([N:39]([CH3:41])[CH3:40])=[O:38]. Product: [CH:1]1([CH2:4][N:5]([CH2:24][CH2:25][CH3:26])[C:6]2[N:11]=[CH:10][N:9]=[C:8]([C:12]([NH:14][C:15]3[CH:23]=[CH:22][C:21]4[C:17](=[CH:18][N:19]([CH2:36][C:37]([N:39]([CH3:41])[CH3:40])=[O:38])[N:20]=4)[CH:16]=3)=[O:13])[CH:7]=2)[CH2:3][CH2:2]1. The catalyst class is: 18.